This data is from Full USPTO retrosynthesis dataset with 1.9M reactions from patents (1976-2016). The task is: Predict the reactants needed to synthesize the given product. (1) Given the product [Br:1][C:2]1[C:10]2[C:5](=[N:6][CH:7]=[C:8]([C:11]3[CH:16]=[N:15][C:14]([NH:17][C:18]([O:19][C:20]([CH3:21])([CH3:23])[CH3:22])=[O:24])=[CH:13][CH:12]=3)[CH:9]=2)[N:4]([C:25]([O:27][C:28]([CH3:31])([CH3:30])[CH3:29])=[O:26])[CH:3]=1, predict the reactants needed to synthesize it. The reactants are: [Br:1][C:2]1[C:10]2[C:5](=[N:6][CH:7]=[C:8]([C:11]3[CH:12]=[CH:13][C:14]([NH:17][C:18](=[O:24])[O:19][C:20]([CH3:23])([CH3:22])[CH3:21])=[N:15][CH:16]=3)[CH:9]=2)[NH:4][CH:3]=1.[C:25](O[C:25]([O:27][C:28]([CH3:31])([CH3:30])[CH3:29])=[O:26])([O:27][C:28]([CH3:31])([CH3:30])[CH3:29])=[O:26]. (2) Given the product [OH:8][C:9]1[CH:10]=[C:11]([CH2:15][CH2:16][CH2:17][CH2:18][N:19]2[CH2:23][CH2:22][CH:21]([S:24]([C:27]3[CH:28]=[CH:29][C:30]([OH:33])=[CH:31][CH:32]=3)(=[O:26])=[O:25])[CH2:20]2)[CH:12]=[CH:13][CH:14]=1, predict the reactants needed to synthesize it. The reactants are: C([O:8][C:9]1[CH:10]=[C:11]([CH2:15][CH2:16][CH2:17][CH2:18][N:19]2[CH2:23][CH2:22][CH:21]([S:24]([C:27]3[CH:32]=[CH:31][C:30]([OH:33])=[CH:29][CH:28]=3)(=[O:26])=[O:25])[CH2:20]2)[CH:12]=[CH:13][CH:14]=1)C1C=CC=CC=1.[H][H]. (3) Given the product [NH2:13][C:9]1[C:8]([N+:14]([O-:16])=[O:15])=[C:7]([O:6][C:5]2[CH:17]=[CH:18][C:2]([NH:1][C:33]([NH:32][C:23]3[CH:24]=[C:25]([C:28]([F:29])([F:31])[F:30])[CH:26]=[CH:27][C:22]=3[F:21])=[O:34])=[C:3]([S:19][CH3:20])[CH:4]=2)[CH:12]=[CH:11][N:10]=1, predict the reactants needed to synthesize it. The reactants are: [NH2:1][C:2]1[CH:18]=[CH:17][C:5]([O:6][C:7]2[CH:12]=[CH:11][N:10]=[C:9]([NH2:13])[C:8]=2[N+:14]([O-:16])=[O:15])=[CH:4][C:3]=1[S:19][CH3:20].[F:21][C:22]1[CH:27]=[CH:26][C:25]([C:28]([F:31])([F:30])[F:29])=[CH:24][C:23]=1[N:32]=[C:33]=[O:34]. (4) The reactants are: [CH2:1]([O:8][C:9]1[CH:10]=[C:11]([CH:13]=[CH:14][CH:15]=1)[NH2:12])[C:2]1[CH:7]=[CH:6][CH:5]=[CH:4][CH:3]=1.N1C=CC=CC=1.Cl[C:23]([O:25][C:26]1[CH:31]=[CH:30][CH:29]=[CH:28][CH:27]=1)=[O:24]. Given the product [C:26]1([O:25][C:23](=[O:24])[NH:12][C:11]2[CH:13]=[CH:14][CH:15]=[C:9]([O:8][CH2:1][C:2]3[CH:3]=[CH:4][CH:5]=[CH:6][CH:7]=3)[CH:10]=2)[CH:31]=[CH:30][CH:29]=[CH:28][CH:27]=1, predict the reactants needed to synthesize it. (5) Given the product [OH:30][C@H:25]1[CH2:26][CH2:27][CH2:28][CH2:29][C@@H:24]1[N:13]1[C:12](=[O:31])[C:11]2[C:16](=[C:17]3[N:22]([CH3:23])[CH2:21][CH:20]=[CH:19][C:18]3=[C:9]([CH2:8][C:5]3[CH:6]=[N:7][CH:2]=[CH:3][CH:4]=3)[CH:10]=2)[N:15]=[CH:14]1, predict the reactants needed to synthesize it. The reactants are: Cl[C:2]1[N:7]=[CH:6][C:5]([CH2:8][C:9]2[CH:10]=[C:11]3[C:16](=[C:17]4[N:22]([CH3:23])[CH2:21][CH:20]=[CH:19][C:18]=24)[N:15]=[CH:14][N:13]([C@H:24]2[CH2:29][CH2:28][CH2:27][CH2:26][C@@H:25]2[OH:30])[C:12]3=[O:31])=[CH:4][CH:3]=1.CN[C@@H]1CCCC[C@H]1NC. (6) Given the product [CH:1]1([C:7]2[CH:20]=[CH:19][C:10]([O:11][CH2:12][C@H:13]3[O:17][C:16]4=[N:18][C:24](=[O:23])[CH:25]=[C:26]([C:27]([F:30])([CH3:29])[CH3:28])[N:15]4[CH2:14]3)=[CH:9][CH:8]=2)[CH2:2][CH2:3][CH2:4][CH2:5][CH2:6]1, predict the reactants needed to synthesize it. The reactants are: [CH:1]1([C:7]2[CH:20]=[CH:19][C:10]([O:11][CH2:12][C@H:13]3[O:17][C:16]([NH2:18])=[N:15][CH2:14]3)=[CH:9][CH:8]=2)[CH2:6][CH2:5][CH2:4][CH2:3][CH2:2]1.C([O:23][C:24](=O)[C:25]#[C:26][C:27]([F:30])([CH3:29])[CH3:28])C. (7) The reactants are: [CH3:1][O:2][C:3]1[CH:8]=[CH:7][CH:6]=[CH:5][C:4]=1[C:9]1[N:18]=[C:17]([NH:19][C@@H:20]2[CH2:24][N:23]([C:25]([O:27][C:28]([CH3:31])([CH3:30])[CH3:29])=[O:26])[C@@H:22]([C:32]([O:34]C)=[O:33])[CH2:21]2)[C:16]2[C:11](=[CH:12][CH:13]=[CH:14][CH:15]=2)[N:10]=1.O.[OH-].[Li+].O1CCOCC1.Cl. Given the product [C:28]([O:27][C:25]([N:23]1[CH2:24][C@@H:20]([NH:19][C:17]2[C:16]3[C:11](=[CH:12][CH:13]=[CH:14][CH:15]=3)[N:10]=[C:9]([C:4]3[CH:5]=[CH:6][CH:7]=[CH:8][C:3]=3[O:2][CH3:1])[N:18]=2)[CH2:21][C@@H:22]1[C:32]([OH:34])=[O:33])=[O:26])([CH3:31])([CH3:29])[CH3:30], predict the reactants needed to synthesize it.